Dataset: Catalyst prediction with 721,799 reactions and 888 catalyst types from USPTO. Task: Predict which catalyst facilitates the given reaction. (1) Reactant: Br[C:2]1[CH:3]=[C:4]([N:8]2[CH:12]=[N:11][N:10]=[CH:9]2)[CH:5]=[CH:6][CH:7]=1.[B:13]1([B:13]2[O:18][CH2:17][C:16]([CH3:20])([CH3:19])[CH2:15][O:14]2)[O:18][CH2:17][C:16]([CH3:20])([CH3:19])[CH2:15][O:14]1.CC([O-])=O.[K+]. Product: [CH3:19][C:16]1([CH3:20])[CH2:17][O:18][B:13]([C:2]2[CH:3]=[C:4]([N:8]3[CH:12]=[N:11][N:10]=[CH:9]3)[CH:5]=[CH:6][CH:7]=2)[O:14][CH2:15]1. The catalyst class is: 75. (2) Reactant: Br[C:2]1[CH:3]=[C:4]2[C:9](=[CH:10][CH:11]=1)[NH:8][C:7](=[O:12])[CH:6]=[CH:5]2.[Cu][C:14]#[N:15].CN1C(=O)CCC1. Product: [C:14]([C:2]1[CH:3]=[C:4]2[C:9](=[CH:10][CH:11]=1)[NH:8][C:7](=[O:12])[CH:6]=[CH:5]2)#[N:15]. The catalyst class is: 6. (3) Reactant: C[O:2][C:3]1[CH:4]=[C:5]([CH:9]=[CH:10][CH:11]=1)[CH2:6][CH2:7][NH2:8]. Product: [OH:2][C:3]1[CH:4]=[C:5]([CH:9]=[CH:10][CH:11]=1)[CH2:6][CH2:7][NH2:8]. The catalyst class is: 201. (4) Product: [CH3:3][CH:2]([N:4]1[C:12]2[C:11]([O:13][CH3:14])=[CH:10][CH:9]=[C:8]([C:15]([NH:18][CH2:19][C:20]3[C:21](=[O:30])[NH:22][C:23]([CH3:29])=[CH:24][C:25]=3[CH2:26][CH2:27][CH3:28])=[O:17])[C:7]=2[CH:6]=[CH:5]1)[CH3:1]. The catalyst class is: 374. Reactant: [CH3:1][CH:2]([N:4]1[C:12]2[C:11]([O:13][CH3:14])=[CH:10][CH:9]=[C:8]([C:15]([OH:17])=O)[C:7]=2[CH:6]=[CH:5]1)[CH3:3].[NH2:18][CH2:19][C:20]1[C:21](=[O:30])[NH:22][C:23]([CH3:29])=[CH:24][C:25]=1[CH2:26][CH2:27][CH3:28].ON1C2N=CC=CC=2N=N1.C(Cl)CCl.CN1CCOCC1. (5) Reactant: CN(C(ON1N=NC2C=CC=NC1=2)=[N+](C)C)C.F[P-](F)(F)(F)(F)F.[NH2:25][C:26]1[C:27]([C:36]([OH:38])=O)=[CH:28][C:29]2[C:34]([CH:35]=1)=[CH:33][CH:32]=[CH:31][CH:30]=2.FC(F)(F)C(O)=O.[NH2:46][C@H:47]([C:54]([O:56][CH2:57][C:58]1[CH:63]=[CH:62][CH:61]=[CH:60][CH:59]=1)=[O:55])[CH2:48][C:49]([O:51][CH2:52][CH3:53])=[O:50].C(N(CC)C(C)C)(C)C.C([O-])(O)=O.[Na+]. Product: [NH2:25][C:26]1[C:27]([C:36]([NH:46][C@H:47]([C:54]([O:56][CH2:57][C:58]2[CH:59]=[CH:60][CH:61]=[CH:62][CH:63]=2)=[O:55])[CH2:48][C:49]([O:51][CH2:52][CH3:53])=[O:50])=[O:38])=[CH:28][C:29]2[C:34]([CH:35]=1)=[CH:33][CH:32]=[CH:31][CH:30]=2. The catalyst class is: 39. (6) Reactant: [CH3:1][O:2][C:3]1[CH:8]=[CH:7][C:6]([C:9]2[CH:17]=[CH:16][CH:15]=[C:14]3[C:10]=2[CH2:11][C:12](=[O:18])[NH:13]3)=[CH:5][CH:4]=1.[CH2:19]([N:21]([CH2:35][CH3:36])[CH2:22][CH2:23][NH:24][C:25]([C:27]1[C:31]([CH3:32])=[C:30]([CH:33]=O)[NH:29][CH:28]=1)=[O:26])[CH3:20]. Product: [CH2:35]([N:21]([CH2:19][CH3:20])[CH2:22][CH2:23][NH:24][C:25]([C:27]1[C:31]([CH3:32])=[C:30]([CH:33]=[C:11]2[C:10]3[C:14](=[CH:15][CH:16]=[CH:17][C:9]=3[C:6]3[CH:7]=[CH:8][C:3]([O:2][CH3:1])=[CH:4][CH:5]=3)[NH:13][C:12]2=[O:18])[NH:29][CH:28]=1)=[O:26])[CH3:36]. The catalyst class is: 360. (7) Reactant: Cl.Cl.[CH3:3][C:4]1[CH:17]=[C:7]2[C:8]([C@H:12]3[CH2:14][C@@H:13]3[CH2:15][NH2:16])=[CH:9][CH:10]=[CH:11][N:6]2[N:5]=1.C(N(CC)CC)C.[C:25](OC(=O)C)(=[O:27])[CH3:26]. Product: [CH3:3][C:4]1[CH:17]=[C:7]2[C:8]([C@H:12]3[CH2:14][C@@H:13]3[CH2:15][NH:16][C:25](=[O:27])[CH3:26])=[CH:9][CH:10]=[CH:11][N:6]2[N:5]=1. The catalyst class is: 7. (8) Reactant: Cl[C:2]1[CH:7]=[C:6]([Cl:8])[N:5]=[CH:4][N:3]=1.[Cl:9][C:10]1[C:18]2[N:17]=[C:16]([CH3:19])[NH:15][C:14]=2[CH:13]=[CH:12][C:11]=1[OH:20].C(=O)([O-])[O-].[K+].[K+].O. Product: [Cl:9][C:10]1[C:18]2[N:17]=[C:16]([CH3:19])[NH:15][C:14]=2[CH:13]=[CH:12][C:11]=1[O:20][C:2]1[CH:7]=[C:6]([Cl:8])[N:5]=[CH:4][N:3]=1. The catalyst class is: 3. (9) Reactant: [OH:1][CH2:2][CH:3]=[C:4]([CH2:6][CH2:7][CH:8]=[C:9]([CH2:11][CH2:12][CH:13]=[C:14]([CH3:16])[CH3:15])[CH3:10])[CH3:5].[Cr](O[Cr]([O-])(=O)=O)([O-])(=O)=O.[NH+]1C=CC=CC=1.[NH+]1C=CC=CC=1. Product: [CH3:15][C:14]([CH3:16])=[CH:13][CH2:12][CH2:11]/[C:9](/[CH3:10])=[CH:8]/[CH2:7][CH2:6]/[C:4](/[CH3:5])=[CH:3]/[CH:2]=[O:1]. The catalyst class is: 2. (10) Reactant: COC(=O)[C@H]([O:11][C:12]1[C:13](=[O:44])[N:14]([C:37]2[N:38]=[N:39][C:40]([CH3:43])=[CH:41][CH:42]=2)[C@H:15]([C:28]2[CH:29]=[N:30][C:31]([O:34][CH2:35][CH3:36])=[CH:32][CH:33]=2)[C:16]=1[C:17](=[O:27])[C:18]1[CH:23]=[CH:22][C:21]([CH:24]([CH3:26])[CH3:25])=[CH:20][CH:19]=1)C1C=CC=CC=1. Product: [CH2:35]([O:34][C:31]1[N:30]=[CH:29][C:28]([C@H:15]2[N:14]([C:37]3[N:38]=[N:39][C:40]([CH3:43])=[CH:41][CH:42]=3)[C:13](=[O:44])[C:12]([OH:11])=[C:16]2[C:17](=[O:27])[C:18]2[CH:19]=[CH:20][C:21]([CH:24]([CH3:26])[CH3:25])=[CH:22][CH:23]=2)=[CH:33][CH:32]=1)[CH3:36]. The catalyst class is: 16.